This data is from Cav3 T-type calcium channel HTS with 100,875 compounds. The task is: Binary Classification. Given a drug SMILES string, predict its activity (active/inactive) in a high-throughput screening assay against a specified biological target. The compound is O=C(N1CC(CCC1)c1[nH]c2c(n1)cccc2)NC1CCCCC1. The result is 0 (inactive).